The task is: Predict the reactants needed to synthesize the given product.. This data is from Full USPTO retrosynthesis dataset with 1.9M reactions from patents (1976-2016). (1) Given the product [NH2:50][C:51]1[N:56]=[C:55]([N:57]2[CH2:79][CH2:78][C:60]3([CH2:64][NH:63][C@H:62]([C:75]([OH:77])=[O:76])[CH2:61]3)[CH2:59][CH2:58]2)[CH:54]=[C:53]([O:80][C@H:81]([C:86]2[CH:91]=[CH:90][C:89]([Cl:92])=[CH:88][C:87]=2[C:42]2[CH:43]=[CH:44][CH:39]=[C:40]([C:45]([O:47][CH2:48][CH3:49])=[O:46])[CH:41]=2)[C:82]([F:83])([F:85])[F:84])[N:52]=1, predict the reactants needed to synthesize it. The reactants are: NC1N=C(N2CCC3(CN[C@H](C(O)=O)C3)CC2)C=C(O[C@H](C2C=C([C:39]3[CH:44]=[CH:43][CH:42]=[CH:41][C:40]=3[C:45]([O:47][CH2:48][CH3:49])=[O:46])C=CC=2N2C=CC(C)=N2)C(F)(F)F)N=1.[NH2:50][C:51]1[N:56]=[C:55]([N:57]2[CH2:79][CH2:78][C:60]3([CH2:64][N:63](C(OCC4C=CC=CC=4)=O)[C@H:62]([C:75]([OH:77])=[O:76])[CH2:61]3)[CH2:59][CH2:58]2)[CH:54]=[C:53]([O:80][C@H:81]([C:86]2[CH:91]=[CH:90][C:89]([Cl:92])=[CH:88][C:87]=2Br)[C:82]([F:85])([F:84])[F:83])[N:52]=1. (2) Given the product [NH2:6][C:7]1[N:12]=[CH:11][C:10](/[CH:13]=[CH:14]/[C:15]([N:33]([CH3:32])[CH2:34][C:35]2[O:36][C:37]3[CH:44]=[CH:43][CH:42]=[CH:41][C:38]=3[C:39]=2[CH3:40])=[O:17])=[CH:9][C:8]=1[C:18]([OH:21])([CH3:20])[CH3:19], predict the reactants needed to synthesize it. The reactants are: C(Cl)CCl.Cl.[NH2:6][C:7]1[N:12]=[CH:11][C:10]([CH:13]=[CH:14][C:15]([OH:17])=O)=[CH:9][C:8]=1[C:18]([OH:21])([CH3:20])[CH3:19].C1C=CC2N(O)N=NC=2C=1.[CH3:32][NH:33][CH2:34][C:35]1[O:36][C:37]2[CH:44]=[CH:43][CH:42]=[CH:41][C:38]=2[C:39]=1[CH3:40].C(N(C(C)C)C(C)C)C. (3) Given the product [CH:1]([C:4]1[CH:31]=[CH:30][C:7]([NH:8][C:9]2[CH:10]=[CH:11][C:12]([O:29][S:32]([C:35]3[CH:41]=[CH:40][C:38]([CH3:39])=[CH:37][CH:36]=3)(=[O:34])=[O:33])=[C:13]3[C:22]=2[C:21](=[O:23])[C:20]2[C:19]([O:24][S:32]([C:35]4[CH:41]=[CH:40][C:38]([CH3:39])=[CH:37][CH:36]=4)(=[O:34])=[O:33])=[CH:18][CH:17]=[C:16]([N+:25]([O-:27])=[O:26])[C:15]=2[C:14]3=[O:28])=[CH:6][CH:5]=1)([CH3:3])[CH3:2], predict the reactants needed to synthesize it. The reactants are: [CH:1]([C:4]1[CH:31]=[CH:30][C:7]([NH:8][C:9]2[CH:10]=[CH:11][C:12]([OH:29])=[C:13]3[C:22]=2[C:21](=[O:23])[C:20]2[C:19]([OH:24])=[CH:18][CH:17]=[C:16]([N+:25]([O-:27])=[O:26])[C:15]=2[C:14]3=[O:28])=[CH:6][CH:5]=1)([CH3:3])[CH3:2].[S:32](Cl)([C:35]1[CH:41]=[CH:40][C:38]([CH3:39])=[CH:37][CH:36]=1)(=[O:34])=[O:33].CN(C)C. (4) Given the product [NH2:16][C:17]1[CH2:18][O:19][CH2:20][C:21]([F:41])([F:42])[C@:22]([C:25]2[CH:26]=[C:27]([NH:32][C:33]3[CH:40]=[CH:39][C:36]([C:37]#[N:38])=[CH:35][CH:34]=3)[CH:28]=[CH:29][C:30]=2[F:31])([CH3:24])[N:23]=1, predict the reactants needed to synthesize it. The reactants are: COC1C=CC(C(C2C=CC(OC)=CC=2)([NH:16][C:17]2[CH2:18][O:19][CH2:20][C:21]([F:42])([F:41])[C@:22]([C:25]3[CH:26]=[C:27]([NH:32][C:33]4[CH:40]=[CH:39][C:36]([C:37]#[N:38])=[CH:35][CH:34]=4)[CH:28]=[CH:29][C:30]=3[F:31])([CH3:24])[N:23]=2)C2C=CC=CC=2)=CC=1.FC(F)(F)C(O)=O.C([O-])([O-])=O.[Na+].[Na+]. (5) Given the product [Cl:1][C:2]1[C:10]([O:11][S:28]([C:31]([F:34])([F:33])[F:32])(=[O:30])=[O:29])=[CH:9][CH:8]=[C:7]2[C:3]=1[CH:4]=[C:5]([C:17]([O:19][CH2:20][CH3:21])=[O:18])[N:6]2[CH2:12][C:13]([F:16])([F:14])[F:15], predict the reactants needed to synthesize it. The reactants are: [Cl:1][C:2]1[C:10]([OH:11])=[CH:9][CH:8]=[C:7]2[C:3]=1[CH:4]=[C:5]([C:17]([O:19][CH2:20][CH3:21])=[O:18])[N:6]2[CH2:12][C:13]([F:16])([F:15])[F:14].N1C=CC=CC=1.[S:28](O[S:28]([C:31]([F:34])([F:33])[F:32])(=[O:30])=[O:29])([C:31]([F:34])([F:33])[F:32])(=[O:30])=[O:29]. (6) Given the product [C:17]([O:1][CH2:2][CH2:3][CH:4]1[CH2:9][CH2:8][CH:7]([OH:10])[CH2:6][CH2:5]1)([C:11]1[CH:16]=[CH:15][CH:14]=[CH:13][CH:12]=1)([C:24]1[CH:25]=[CH:26][CH:27]=[CH:28][CH:29]=1)[C:18]1[CH:19]=[CH:20][CH:21]=[CH:22][CH:23]=1, predict the reactants needed to synthesize it. The reactants are: [OH:1][CH2:2][CH2:3][CH:4]1[CH2:9][CH2:8][CH:7]([OH:10])[CH2:6][CH2:5]1.[C:11]1([C:17](Cl)([C:24]2[CH:29]=[CH:28][CH:27]=[CH:26][CH:25]=2)[C:18]2[CH:23]=[CH:22][CH:21]=[CH:20][CH:19]=2)[CH:16]=[CH:15][CH:14]=[CH:13][CH:12]=1. (7) Given the product [C:1]([S:20][CH2:21][CH2:22][NH:23][C:24]1[C:29]([C:30]([O-:32])=[O:31])=[CH:28][N:27]=[CH:26][N:25]=1)([C:14]1[CH:19]=[CH:18][CH:17]=[CH:16][CH:15]=1)([C:2]1[CH:3]=[CH:4][CH:5]=[CH:6][CH:7]=1)[C:8]1[CH:9]=[CH:10][CH:11]=[CH:12][CH:13]=1.[Li+:37], predict the reactants needed to synthesize it. The reactants are: [C:1]([S:20][CH2:21][CH2:22][NH:23][C:24]1[C:29]([C:30]([O:32]CC)=[O:31])=[CH:28][N:27]=[CH:26][N:25]=1)([C:14]1[CH:19]=[CH:18][CH:17]=[CH:16][CH:15]=1)([C:8]1[CH:13]=[CH:12][CH:11]=[CH:10][CH:9]=1)[C:2]1[CH:7]=[CH:6][CH:5]=[CH:4][CH:3]=1.CO.[Li+:37].[OH-]. (8) Given the product [C:18]([O:22][C:23](=[O:38])[NH:24][C@@H:25]1[CH2:30][CH2:29][CH2:28][N:27]([C:31]2[CH:36]=[CH:35][C:34]([NH:37][C:2]3[C:11]4[C:6](=[CH:7][CH:8]=[C:9]([Cl:12])[N:10]=4)[N:5]=[CH:4][C:3]=3[C:13](=[O:17])[CH:14]([CH3:16])[CH3:15])=[CH:33][N:32]=2)[CH2:26]1)([CH3:21])([CH3:19])[CH3:20], predict the reactants needed to synthesize it. The reactants are: Cl[C:2]1[C:11]2[C:6](=[CH:7][CH:8]=[C:9]([Cl:12])[N:10]=2)[N:5]=[CH:4][C:3]=1[C:13](=[O:17])[CH:14]([CH3:16])[CH3:15].[C:18]([O:22][C:23](=[O:38])[NH:24][C@@H:25]1[CH2:30][CH2:29][CH2:28][N:27]([C:31]2[CH:36]=[CH:35][C:34]([NH2:37])=[CH:33][N:32]=2)[CH2:26]1)([CH3:21])([CH3:20])[CH3:19]. (9) Given the product [C:44]([NH:46][C@H:16]([C:17]([OH:18])=[O:19])[CH2:10][CH2:11][CH2:1][NH2:2])(=[O:45])[CH3:43], predict the reactants needed to synthesize it. The reactants are: [CH3:1][N+:2](CC([O-])=O)(C)C.O[CH:10]([CH2:16][C:17](=[O:19])[O-:18])[CH2:11][N+](C)(C)C.OCC[N+](C)(C)C.P(OC[C@H]1[O:45][C@@H:44]([N:46]2C3N=CN=C(N)C=3N=C2)[C@H:43](O)[C@@H]1O)(OP(OP(O)(O)=O)(O)=O)(=O)O. (10) Given the product [CH3:1][C:2]1[CH:7]=[C:6]([C:8]([N:10]2[CH2:11][CH2:12][O:13][CH2:14][CH2:15]2)=[O:9])[CH:5]=[C:4]([CH3:16])[C:3]=1[C:17]1[CH:25]=[CH:24][C:23]([F:26])=[C:22]2[C:18]=1[CH2:19][CH2:20][C@H:21]2[O:27][C:28]1[CH:41]=[CH:40][C:31]2[C@H:32]([CH2:35][C:36]([OH:38])=[O:37])[CH2:33][O:34][C:30]=2[CH:29]=1, predict the reactants needed to synthesize it. The reactants are: [CH3:1][C:2]1[CH:7]=[C:6]([C:8]([N:10]2[CH2:15][CH2:14][O:13][CH2:12][CH2:11]2)=[O:9])[CH:5]=[C:4]([CH3:16])[C:3]=1[C:17]1[CH:25]=[CH:24][C:23]([F:26])=[C:22]2[C:18]=1[CH2:19][CH2:20][C@H:21]2[O:27][C:28]1[CH:41]=[CH:40][C:31]2[C@H:32]([CH2:35][C:36]([O:38]C)=[O:37])[CH2:33][O:34][C:30]=2[CH:29]=1.